From a dataset of Catalyst prediction with 721,799 reactions and 888 catalyst types from USPTO. Predict which catalyst facilitates the given reaction. (1) Reactant: [CH2:1]([NH:8][C:9]1[C:18]2[C:13](=[CH:14][CH:15]=[CH:16][CH:17]=2)[N:12]=[C:11](Cl)[N:10]=1)[C:2]1[CH:7]=[CH:6][CH:5]=[CH:4][CH:3]=1.[CH3:20][O:21][CH2:22][C@@H:23]1[CH2:27][CH2:26][CH2:25][NH:24]1. Product: [CH2:1]([NH:8][C:9]1[C:18]2[C:13](=[CH:14][CH:15]=[CH:16][CH:17]=2)[N:12]=[C:11]([N:24]2[CH2:25][CH2:26][CH2:27][C@H:23]2[CH2:22][O:21][CH3:20])[N:10]=1)[C:2]1[CH:7]=[CH:6][CH:5]=[CH:4][CH:3]=1. The catalyst class is: 23. (2) Reactant: F[C:2]1[CH:3]=[CH:4][C:5]([N+:9]([O-:11])=[O:10])=[C:6]([CH3:8])[CH:7]=1.[F:12][C:13]1[CH:14]=[CH:15][C:16]([OH:21])=[C:17]([CH:20]=1)[C:18]#[N:19].C(=O)([O-])[O-].[K+].[K+].O. Product: [F:12][C:13]1[CH:14]=[CH:15][C:16]([O:21][C:3]2[CH:2]=[CH:7][C:6]([CH3:8])=[C:5]([N+:9]([O-:11])=[O:10])[CH:4]=2)=[C:17]([CH:20]=1)[C:18]#[N:19]. The catalyst class is: 80. (3) Reactant: [CH3:1][N:2]1[C:6]2[C:7]([CH3:14])=[C:8]([C:11]([OH:13])=[O:12])[CH:9]=[CH:10][C:5]=2[S:4][C:3]1=[O:15].[C:16]1(=O)[CH2:21][CH2:20][CH2:19][C:18](=[O:22])[CH2:17]1.C(N=C=NCCCN(C)C)C. Product: [CH3:1][N:2]1[C:6]2[C:7]([CH3:14])=[C:8]([C:11]([O:13][C:16]3[CH2:21][CH2:20][CH2:19][C:18](=[O:22])[CH:17]=3)=[O:12])[CH:9]=[CH:10][C:5]=2[S:4][C:3]1=[O:15]. The catalyst class is: 10. (4) Reactant: [Cl:1][C:2]1[CH:21]=[C:20]([C:22]([F:25])([F:24])[F:23])[CH:19]=[CH:18][C:3]=1[CH2:4][N:5]1[C:9](/[CH:10]=[CH:11]/[C:12]([O:14][CH2:15][CH3:16])=[O:13])=[CH:8][C:7]([OH:17])=[N:6]1.[CH3:26][C:27]1([CH2:31]O)[CH2:30][O:29][CH2:28]1.C(P(CCCC)CCCC)CCC.N(C(N1CCCCC1)=O)=NC(N1CCCCC1)=O. Product: [Cl:1][C:2]1[CH:21]=[C:20]([C:22]([F:25])([F:23])[F:24])[CH:19]=[CH:18][C:3]=1[CH2:4][N:5]1[C:9](/[CH:10]=[CH:11]/[C:12]([O:14][CH2:15][CH3:16])=[O:13])=[CH:8][C:7]([O:17][CH2:26][C:27]2([CH3:31])[CH2:30][O:29][CH2:28]2)=[N:6]1. The catalyst class is: 7.